This data is from Catalyst prediction with 721,799 reactions and 888 catalyst types from USPTO. The task is: Predict which catalyst facilitates the given reaction. (1) Reactant: [NH:1]1[CH:5]=[CH:4][N:3]=[C:2]1[CH2:6][NH:7][CH2:8][C:9]1[CH:28]=[CH:27][CH:26]=[CH:25][C:10]=1C(NCCCCN(CCC)CCC)=O.C([O:34][CH3:35])(OC)OC.[CH3:36][C:37]1[N:38]=[CH:39][NH:40][C:41]=1[CH:42]=O.[C:44]([BH3-])#[N:45].[Na+].[C:48](O)(=O)[CH3:49]. Product: [CH2:26]([N:45]([CH2:44][CH2:48][CH3:49])[CH2:25][CH2:10][CH2:9][CH2:8][NH:7][C:35](=[O:34])[C:26]1[CH:25]=[CH:10][C:9]([CH2:8][N:7]([CH2:6][C:2]2[NH:1][CH:5]=[CH:4][N:3]=2)[CH2:36][C:37]2[NH:38][CH:39]=[N:40][C:41]=2[CH3:42])=[CH:28][CH:27]=1)[CH2:27][CH3:28]. The catalyst class is: 5. (2) Reactant: [NH:1]1[C:9]2[C:4](=[CH:5][CH:6]=[CH:7][CH:8]=2)[CH2:3][C:2]1=[O:10].[CH2:11]([O:13][C:14]([C:16]1[C:17]2[CH2:24][CH2:23][C:22](=O)[C:18]=2[NH:19][C:20]=1[CH3:21])=[O:15])[CH3:12].N1CCCCC1. Product: [CH2:11]([O:13][C:14]([C:16]1[C:17]2[CH2:24][CH2:23]/[C:22](=[C:3]3/[C:2](=[O:10])[NH:1][C:9]4[C:4]/3=[CH:5][CH:6]=[CH:7][CH:8]=4)/[C:18]=2[NH:19][C:20]=1[CH3:21])=[O:15])[CH3:12]. The catalyst class is: 3. (3) Reactant: [Cl:1][C:2]1[CH:12]=[CH:11][C:5]2[CH2:6][CH2:7][NH:8][CH2:9][CH2:10][C:4]=2[C:3]=1[NH:13][CH2:14][C:15]1[CH:20]=[CH:19][C:18]([C:21]([NH:23][CH:24]([CH3:29])[C:25]([F:28])([F:27])[F:26])=[O:22])=[CH:17][CH:16]=1.[C:30]([O:34][C:35](O[C:35]([O:34][C:30]([CH3:33])([CH3:32])[CH3:31])=[O:36])=[O:36])([CH3:33])([CH3:32])[CH3:31].C(=O)([O-])[O-].[Na+].[Na+]. Product: [C:30]([O:34][C:35]([N:8]1[CH2:9][CH2:10][C:4]2[C:3]([NH:13][CH2:14][C:15]3[CH:20]=[CH:19][C:18]([C:21]([NH:23][CH:24]([CH3:29])[C:25]([F:27])([F:26])[F:28])=[O:22])=[CH:17][CH:16]=3)=[C:2]([Cl:1])[CH:12]=[CH:11][C:5]=2[CH2:6][CH2:7]1)=[O:36])([CH3:33])([CH3:32])[CH3:31]. The catalyst class is: 34. (4) Reactant: [C:1]([N:9]([CH2:11][C:12]1[CH:13]=[C:14]([C:18]2[CH:23]=[CH:22][C:21]([CH:24]=[C:25]([CH2:30][C:31]([O:33][CH2:34][CH3:35])=[O:32])[C:26]([O:28][CH3:29])=[O:27])=[CH:20][CH:19]=2)[CH:15]=[CH:16][CH:17]=1)[CH3:10])(=[O:8])[CH2:2][CH2:3][CH2:4][CH2:5][CH2:6][CH3:7]. Product: [C:1]([N:9]([CH2:11][C:12]1[CH:13]=[C:14]([C:18]2[CH:23]=[CH:22][C:21]([CH2:24][CH:25]([CH2:30][C:31]([O:33][CH2:34][CH3:35])=[O:32])[C:26]([O:28][CH3:29])=[O:27])=[CH:20][CH:19]=2)[CH:15]=[CH:16][CH:17]=1)[CH3:10])(=[O:8])[CH2:2][CH2:3][CH2:4][CH2:5][CH2:6][CH3:7]. The catalyst class is: 78. (5) Reactant: [N:1]1([C:5]([C:7]2[CH:8]=[CH:9][C:10]([O:13][C:14]3[CH:15]=[C:16]([CH:25]=[C:26]([O:28][C@@H:29]([CH3:39])[CH2:30][O:31][Si](C(C)(C)C)(C)C)[CH:27]=3)[C:17]([NH:19][C:20]3[S:21][CH:22]=[CH:23][N:24]=3)=[O:18])=[N:11][CH:12]=2)=[O:6])[CH2:4][CH2:3][CH2:2]1. Product: [N:1]1([C:5]([C:7]2[CH:8]=[CH:9][C:10]([O:13][C:14]3[CH:15]=[C:16]([CH:25]=[C:26]([O:28][C@@H:29]([CH3:39])[CH2:30][OH:31])[CH:27]=3)[C:17]([NH:19][C:20]3[S:21][CH:22]=[CH:23][N:24]=3)=[O:18])=[N:11][CH:12]=2)=[O:6])[CH2:2][CH2:3][CH2:4]1. The catalyst class is: 240. (6) Reactant: [CH:1]12[O:9][CH:5]([CH2:6][NH:7][CH2:8]1)[CH2:4][N:3]([C:10]1[CH:15]=[CH:14][C:13]([NH:16][C:17]3[N:22]=[C:21]([C:23]4[N:27]5[CH:28]=[CH:29][CH:30]=[C:31]([F:32])[C:26]5=[N:25][CH:24]=4)[C:20]([Cl:33])=[CH:19][N:18]=3)=[C:12]([O:34][CH3:35])[CH:11]=1)[CH2:2]2.Br[CH2:37][CH2:38][C:39]([OH:41])=O.[CH2:42]([N:44](C(C)C)C(C)C)C.Cl.CN.CN(C(ON1N=NC2C=CC=NC1=2)=[N+](C)C)C.F[P-](F)(F)(F)(F)F. The catalyst class is: 3. Product: [Cl:33][C:20]1[C:21]([C:23]2[N:27]3[CH:28]=[CH:29][CH:30]=[C:31]([F:32])[C:26]3=[N:25][CH:24]=2)=[N:22][C:17]([NH:16][C:13]2[CH:14]=[CH:15][C:10]([N:3]3[CH2:4][CH:5]4[O:9][CH:1]([CH2:8][N:7]([CH2:37][CH2:38][C:39]([NH:44][CH3:42])=[O:41])[CH2:6]4)[CH2:2]3)=[CH:11][C:12]=2[O:34][CH3:35])=[N:18][CH:19]=1. (7) Reactant: [Cl:1][C:2]1[C:3]([F:10])=[C:4]([CH:7]=[CH:8][CH:9]=1)[CH2:5]Br.NC(N)=[S:13]. Product: [Cl:1][C:2]1[C:3]([F:10])=[C:4]([CH2:5][SH:13])[CH:7]=[CH:8][CH:9]=1. The catalyst class is: 8. (8) Reactant: [O:1]=[C:2]1[CH2:11][CH2:10][C:9]2[C:4](=[CH:5][CH:6]=[C:7]([NH:12][C:13]3[N:14]=[C:15]([N:22]4[CH2:27][CH2:26][CH:25]([CH2:28][C:29]([OH:31])=O)[CH2:24][CH2:23]4)[C:16]4[CH:21]=[CH:20][NH:19][C:17]=4[N:18]=3)[CH:8]=2)[NH:3]1.C1C=CC2N(O)N=[N:38]C=2C=1.C(Cl)CCl.N. Product: [O:1]=[C:2]1[CH2:11][CH2:10][C:9]2[C:4](=[CH:5][CH:6]=[C:7]([NH:12][C:13]3[N:14]=[C:15]([N:22]4[CH2:27][CH2:26][CH:25]([CH2:28][C:29]([NH2:38])=[O:31])[CH2:24][CH2:23]4)[C:16]4[CH:21]=[CH:20][NH:19][C:17]=4[N:18]=3)[CH:8]=2)[NH:3]1. The catalyst class is: 3. (9) Reactant: [N:1]1[N:5]2[C:6]3[CH:14]=[CH:13][CH:12]=[CH:11][C:7]=3[O:8][CH2:9][CH2:10][C:4]2=[N:3][C:2]=1[C:15]([O:17]C)=[O:16].CO.O.[OH-].[Li+]. Product: [N:1]1[N:5]2[C:6]3[CH:14]=[CH:13][CH:12]=[CH:11][C:7]=3[O:8][CH2:9][CH2:10][C:4]2=[N:3][C:2]=1[C:15]([OH:17])=[O:16]. The catalyst class is: 1.